Predict the reaction yield, written as a fraction of the theoretical maximum amount of product (1.0 means a 100% yield; for example, 0.34 means a 34% yield). From a dataset of Reaction yield outcomes from USPTO patents with 853,638 reactions. (1) The reactants are C([O:4][C@@H:5]1[CH2:9][CH2:8][CH2:7][C@H:6]1[O:10][C:11]([NH:13][CH2:14][C:15]1([CH2:21][C:22]([OH:24])=[O:23])[CH2:20][CH2:19][CH2:18][CH2:17][CH2:16]1)=[O:12])(=O)C.[OH-].[Na+].Cl. The catalyst is CO.O. The product is [OH:4][C@@H:5]1[CH2:9][CH2:8][CH2:7][C@H:6]1[O:10][C:11]([NH:13][CH2:14][C:15]1([CH2:21][C:22]([OH:24])=[O:23])[CH2:20][CH2:19][CH2:18][CH2:17][CH2:16]1)=[O:12]. The yield is 0.750. (2) The reactants are P(Br)(Br)[Br:2].[CH2:5]([O:23][C:24]1[CH:25]=[C:26]([CH2:68]O)[CH:27]=[C:28]([O:49][CH2:50][CH2:51][CH2:52][CH2:53][CH2:54][CH2:55][CH2:56][CH2:57][CH2:58][CH2:59][CH2:60][CH2:61][CH2:62][CH2:63][CH2:64][CH2:65][CH2:66][CH3:67])[C:29]=1[O:30][CH2:31][CH2:32][CH2:33][CH2:34][CH2:35][CH2:36][CH2:37][CH2:38][CH2:39][CH2:40][CH2:41][CH2:42][CH2:43][CH2:44][CH2:45][CH2:46][CH2:47][CH3:48])[CH2:6][CH2:7][CH2:8][CH2:9][CH2:10][CH2:11][CH2:12][CH2:13][CH2:14][CH2:15][CH2:16][CH2:17][CH2:18][CH2:19][CH2:20][CH2:21][CH3:22]. The catalyst is C(Cl)Cl. The product is [Br:2][CH2:68][C:26]1[CH:27]=[C:28]([O:49][CH2:50][CH2:51][CH2:52][CH2:53][CH2:54][CH2:55][CH2:56][CH2:57][CH2:58][CH2:59][CH2:60][CH2:61][CH2:62][CH2:63][CH2:64][CH2:65][CH2:66][CH3:67])[C:29]([O:30][CH2:31][CH2:32][CH2:33][CH2:34][CH2:35][CH2:36][CH2:37][CH2:38][CH2:39][CH2:40][CH2:41][CH2:42][CH2:43][CH2:44][CH2:45][CH2:46][CH2:47][CH3:48])=[C:24]([O:23][CH2:5][CH2:6][CH2:7][CH2:8][CH2:9][CH2:10][CH2:11][CH2:12][CH2:13][CH2:14][CH2:15][CH2:16][CH2:17][CH2:18][CH2:19][CH2:20][CH2:21][CH3:22])[CH:25]=1. The yield is 0.810. (3) The reactants are C(OC(=O)[NH:7][CH:8]1[CH2:13][CH2:12][CH:11]([CH2:14][NH:15][C:16]2[C:21]([Br:22])=[CH:20][N:19]=[C:18]([NH:23][CH2:24][C:25]3[CH:30]=[CH:29][CH:28]=[CH:27][C:26]=3[O:31][C:32]([F:35])([F:34])[F:33])[N:17]=2)[CH2:10][CH2:9]1)(C)(C)C.C(O)(C(F)(F)F)=O. The catalyst is C(Cl)Cl. The product is [NH2:7][C@H:8]1[CH2:9][CH2:10][C@H:11]([CH2:14][NH:15][C:16]2[C:21]([Br:22])=[CH:20][N:19]=[C:18]([NH:23][CH2:24][C:25]3[CH:30]=[CH:29][CH:28]=[CH:27][C:26]=3[O:31][C:32]([F:33])([F:34])[F:35])[N:17]=2)[CH2:12][CH2:13]1. The yield is 0.730. (4) The reactants are [NH2:1][O:2][CH2:3][CH2:4][OH:5].[F:6][C:7]1[C:8]([NH:17][C:18]2[CH:23]=[CH:22][C:21]([C:24]([O:26][CH3:27])=[O:25])=[CH:20][CH:19]=2)=[C:9]([CH:13]=[CH:14][C:15]=1[F:16])[C:10](O)=[O:11].C1N=CN(C(N2C=NC=C2)=O)C=1. The catalyst is C1COCC1. The product is [F:6][C:7]1[C:15]([F:16])=[CH:14][CH:13]=[C:9]([C:10]([NH:1][O:2][CH2:3][CH2:4][OH:5])=[O:11])[C:8]=1[NH:17][C:18]1[CH:23]=[CH:22][C:21]([C:24]([O:26][CH3:27])=[O:25])=[CH:20][CH:19]=1. The yield is 0.480. (5) The reactants are [CH2:1]([O:8][C:9](=[O:52])[NH:10][CH:11]([CH2:40][C:41]1[CH:46]=[CH:45][C:44]([O:47][C:48]([CH3:51])([CH3:50])[CH3:49])=[CH:43][CH:42]=1)[CH:12]([OH:39])[CH:13]([OH:38])[CH:14]([NH:27][C:28]([O:30][CH2:31][C:32]1[CH:37]=[CH:36][CH:35]=[CH:34][CH:33]=1)=[O:29])[CH2:15][C:16]1[CH:21]=[CH:20][C:19]([O:22][C:23]([CH3:26])([CH3:25])[CH3:24])=[CH:18][CH:17]=1)[C:2]1[CH:7]=[CH:6][CH:5]=[CH:4][CH:3]=1.CO[C:55](OC)([CH3:57])[CH3:56].C1(C)C=CC(S([O-])(=O)=O)=CC=1.[NH+]1C=CC=CC=1. The catalyst is CC(C)=O. The product is [CH2:1]([O:8][C:9](=[O:52])[NH:10][CH:11]([CH:12]1[CH:13]([CH:14]([NH:27][C:28]([O:30][CH2:31][C:32]2[CH:37]=[CH:36][CH:35]=[CH:34][CH:33]=2)=[O:29])[CH2:15][C:16]2[CH:21]=[CH:20][C:19]([O:22][C:23]([CH3:26])([CH3:25])[CH3:24])=[CH:18][CH:17]=2)[O:38][C:55]([CH3:57])([CH3:56])[O:39]1)[CH2:40][C:41]1[CH:46]=[CH:45][C:44]([O:47][C:48]([CH3:51])([CH3:50])[CH3:49])=[CH:43][CH:42]=1)[C:2]1[CH:7]=[CH:6][CH:5]=[CH:4][CH:3]=1. The yield is 0.920. (6) The reactants are [OH:1][C:2]1[CH:3]=[C:4]([CH:7]=[CH:8][C:9]=1O)[CH:5]=[O:6].[C:11](=[O:14])([O-])[O-].[Cs+].[Cs+].S(O[CH2:22][CH2:23][CH2:24][CH2:25][CH2:26][CH2:27][CH2:28][CH2:29]/[CH:30]=[CH:31]\[CH2:32][CH2:33][CH2:34][CH2:35][CH2:36][CH2:37][CH2:38][CH3:39])(=O)(=O)C. The catalyst is COCCOCCOC. The product is [CH2:22]([O:1][C:2]1[C:3]([O:14][CH2:11][CH2:22][CH2:23][CH2:24][CH2:25][CH2:26][CH2:27][CH2:28]/[CH:29]=[CH:30]\[CH2:31][CH2:32][CH2:33][CH2:34][CH2:35][CH2:36][CH2:37][CH3:38])=[C:4]([CH:7]=[CH:8][CH:9]=1)[CH:5]=[O:6])[CH2:23][CH2:24][CH2:25][CH2:26][CH2:27][CH2:28][CH2:29]/[CH:30]=[CH:31]\[CH2:32][CH2:33][CH2:34][CH2:35][CH2:36][CH2:37][CH2:38][CH3:39]. The yield is 0.890. (7) The product is [C:14]1([CH2:20][CH2:21][CH2:1][S:2][C:3]2[C:4]([C:8]3[CH:9]=[N:10][CH:11]=[CH:12][CH:13]=3)=[N:5][NH:6][CH:7]=2)[CH:19]=[CH:18][CH:17]=[CH:16][CH:15]=1. The reactants are [CH3:1][S:2][C:3]1[C:4]([C:8]2[CH:9]=[N:10][CH:11]=[CH:12][CH:13]=2)=[N:5][NH:6][CH:7]=1.[C:14]1([C:20]2(CCC)C=CC=C(SSCCC)[CH2:21]2)[CH:19]=[CH:18][CH:17]=[CH:16][CH:15]=1.BrC1C(C2C=NC=CC=2)=NNC=1. The yield is 0.220. The catalyst is C(OCC)(=O)C.